Dataset: TAP: 5 developability metrics (CDR length, charge patches, hydrophobicity). Task: Multi-output Regression. Predict 5 antibody developability metrics. (1) The antibody is ["['QVQLVQSGAEVKKPGSSVKVSCKASGFTFTDYKIHWVRQAPGQGLEWMGYFNPNSGYSTYAQKFQGRVTITADKSTSTAYMELSSLRSEDTAVYYCARLSPGGYYVMDAWGQGTTVTVSS'\\n 'DIQMTQSPSSLSASVGDRVTITCRASQGINNYLNWYQQKPGKAPKRLIYNTNNLQTGVPSRFSGSGSGTEFTLTISSLQPEDFATYYCLQHNSFPTFGQGTKLEIK']"]. Developability metrics: CDR_Length=46.0, PSH=126, PPC=0, PNC=0, SFvCSP=9.30. (2) The antibody is ["['EVQLLESGGGLVQPGGSLRLSCAASGFTFSNAWMSWVRQAPGKGLEWVSSISVGGHRTYYADSVKGRSTISRDNSKNTLYLQMNSLRAEDTAVYYCARIRVGPSGGAFDYWGQGTLVTVSS'\\n 'QSVLTQPPSASGTPGQRVTISCSGSNTNIGKNYVSWYQQLPGTAPKLLIYANSNRPSGVPDRFSGSKSGTSASLAISGLRSEDEADYYCASWDASLNGWVFGGGTKLTVL']"]. Developability metrics: CDR_Length=52.0, PSH=123, PPC=0.315, PNC=0, SFvCSP=12.4. (3) The antibody is ["['EVQLVESGGGLVQPGGSLRLSCAASGFSLSNYYVTWVRQAPGKGLEWVGIIYGSDETAYATSAIGRFTISRDNSKNTLYLQMNSLRAEDTAVYYCARDDSSDWDAKFNLWGQGTLVTVSS'\\n 'AIQMTQSPSSLSASVGDRVTITCQASQSINNELSWYQQKPGKAPKLLIYRASTLASGVPSRFSGSGSGTDFTLTISSLQPDDFATYYCQQGYSLRNIDNAFGGGTKVEIK']"]. Developability metrics: CDR_Length=50.0, PSH=123, PPC=0, PNC=2.93, SFvCSP=-9.00. (4) The antibody is ["['EVQLQQPGPELEKPGASVKLSCKASGYSFTDYNMNWVKQNNGESLEWIGKIDPYYGGPSYNQKFKDKATLTVDKSSSTAYMQLKSLTSEDSAVYYCTRGGNRDWYFDVWGAGTTLTVSA'\\n 'DIVLSQSPSSLVVSVGEKVTMSCKSSQSLLYSRNQKNYLAWYQQKPGQSPKVLIYWASTRESGVPDRLTGSGSGTDFTLTISSVKAEDLAVYYCQQYYSYPLTFGAGTKLELK']"]. Developability metrics: CDR_Length=52.0, PSH=110, PPC=0.481, PNC=0.365, SFvCSP=0. (5) Developability metrics: CDR_Length=47.0, PSH=130, PPC=0.0408, PNC=0.395, SFvCSP=2.00. The antibody is ["['EVQLVQSGAEVKKPGSSVKVSCKASGYTITDSNIHWVRQAPGQSLEWIGYIYPYNGGTDYNQKFKNRATLTVDNPTNTAYMELSSLRSEDTAFYYCVNGNPWLAYWGQGTLVTVSS'\\n 'DIQLTQSPSTLSASVGDRVTITCRASESLDNYGIRFLTWFQQKPGKAPKLLMYAASNQGSGVPSRFSGSGSGTEFTLTISSLQPDDFATYYCQQTKEVPWSFGQGTKVEVK']"]. (6) The antibody is ["['QVQLVQSGGGVVQPGRSLRLSCKASGYTFTRYTMHWVRQAPGKGLEWIGYINPSRGYTNYNQKVKDRFTISRDNSKNTAFLQMDSLRPEDTGVYFCARYYDDHYCLDYWGQGTPVTVSS'\\n 'DIQMTQSPSSLSASVGDRVTITCSASSSVSYMNWYQQTPGKAPKRWIYDTSKLASGVPSRFSGSGSGTDYTFTISSLQPEDIATYYCQQWSSNPFTFGQGTKLQIT']"]. Developability metrics: CDR_Length=45.0, PSH=90.5, PPC=0.0673, PNC=1.14, SFvCSP=9.30.